This data is from Full USPTO retrosynthesis dataset with 1.9M reactions from patents (1976-2016). The task is: Predict the reactants needed to synthesize the given product. (1) Given the product [Cl:16][C:17]1[CH:18]=[CH:19][C:20]([C:21]2[C:26]([C:27]3[CH:36]=[CH:35][C:34]4[C:29](=[CH:30][CH:31]=[C:32]([C:37]([OH:39])=[O:38])[CH:33]=4)[N:28]=3)=[CH:25][C:24]([O:2][CH3:1])=[CH:23][CH:22]=2)=[CH:47][CH:48]=1, predict the reactants needed to synthesize it. The reactants are: [CH3:1][O:2]C(=O)C1C=CC(N)=C(C=O)C=1.[OH-].[K+].[Cl:16][C:17]1[CH:48]=[CH:47][C:20]([C:21]2[C:26]([C:27]3[CH:36]=[CH:35][C:34]4[C:29](=[CH:30][CH:31]=[C:32]([C:37]([OH:39])=[O:38])[CH:33]=4)[N:28]=3)=[CH:25][C:24](C(N3CCCC3)=O)=[CH:23][CH:22]=2)=[CH:19][CH:18]=1. (2) Given the product [Br:18][C:19]1[CH:20]=[CH:21][C:22]([CH2:25][CH2:26][C:27]([CH3:35])([S:31]([CH3:34])(=[O:33])=[O:32])[C:28]([NH:43][O:42][CH:37]2[CH2:38][CH2:39][CH2:40][CH2:41][O:36]2)=[O:30])=[CH:23][CH:24]=1, predict the reactants needed to synthesize it. The reactants are: C(N(CC)CC)C.N1(O)C2C=CC=CC=2N=N1.[Br:18][C:19]1[CH:24]=[CH:23][C:22]([CH2:25][CH2:26][C:27]([CH3:35])([S:31]([CH3:34])(=[O:33])=[O:32])[C:28]([OH:30])=O)=[CH:21][CH:20]=1.[O:36]1[CH2:41][CH2:40][CH2:39][CH2:38][CH:37]1[O:42][NH2:43].Cl.C(N=C=NCCCN(C)C)C. (3) Given the product [Cl:15][C:16]1[C:21]([C:22]2[CH:27]=[C:26]([F:28])[CH:25]=[CH:24][C:23]=2[C:29]([F:32])([F:30])[F:31])=[C:20]([N:5]2[CH2:6][CH2:7][CH:2]([CH3:1])[CH2:3][CH2:4]2)[N:19]2[N:34]=[CH:35][N:36]=[C:18]2[N:17]=1, predict the reactants needed to synthesize it. The reactants are: [CH3:1][CH:2]1[CH2:7][CH2:6][NH:5][CH2:4][CH2:3]1.C(N(CC)CC)C.[Cl:15][C:16]1[C:21]([C:22]2[CH:27]=[C:26]([F:28])[CH:25]=[CH:24][C:23]=2[C:29]([F:32])([F:31])[F:30])=[C:20](Cl)[N:19]2[N:34]=[CH:35][N:36]=[C:18]2[N:17]=1. (4) The reactants are: [OH-].[K+].[CH:3]1([N:8]2[CH2:13][CH2:12][N:11]([C:14]3[CH:19]=[CH:18][C:17]([OH:20])=[CH:16][CH:15]=3)[CH2:10][CH2:9]2)[CH2:7][CH2:6][CH2:5][CH2:4]1.[F:21][C:22]1[CH:29]=[CH:28][C:25]([CH2:26]Cl)=[CH:24][CH:23]=1.C([O-])(O)=O.[Na+]. Given the product [CH:3]1([N:8]2[CH2:13][CH2:12][N:11]([C:14]3[CH:15]=[CH:16][C:17]([O:20][CH2:26][C:25]4[CH:28]=[CH:29][C:22]([F:21])=[CH:23][CH:24]=4)=[CH:18][CH:19]=3)[CH2:10][CH2:9]2)[CH2:7][CH2:6][CH2:5][CH2:4]1, predict the reactants needed to synthesize it. (5) Given the product [Cl:11][C:10]1[CH:9]=[CH:8][C:4]([C:5]([OH:7])=[O:6])=[CH:3][C:2]=1[NH:1][C:13]([NH2:12])=[O:14], predict the reactants needed to synthesize it. The reactants are: [NH2:1][C:2]1[CH:3]=[C:4]([CH:8]=[CH:9][C:10]=1[Cl:11])[C:5]([OH:7])=[O:6].[NH2:12][C:13](N)=[O:14]. (6) Given the product [CH3:25][NH:26][CH:16]1[CH2:17][CH2:18][C:13]([C:7]2[C:6]3[C:10](=[CH:11][CH:12]=[C:4]([N+:1]([O-:3])=[O:2])[CH:5]=3)[NH:9][CH:8]=2)=[CH:14][CH2:15]1, predict the reactants needed to synthesize it. The reactants are: [N+:1]([C:4]1[CH:5]=[C:6]2[C:10](=[CH:11][CH:12]=1)[NH:9][CH:8]=[C:7]2[C:13]1[CH2:18][CH2:17][C:16](=O)[CH2:15][CH:14]=1)([O-:3])=[O:2].CC(O)=O.Cl.[CH3:25][NH2:26].[OH-].[Na+]. (7) Given the product [OH:24][CH2:22][C:23]1[CH:8]=[C:9]([CH3:11])[CH:10]=[C:4]([N:1]=[N:6][C:5]2[CH:7]=[CH:8][C:9]([C:11]([F:12])([F:13])[F:14])=[CH:10][C:4]=2[N+:1]([O-:3])=[O:2])[C:5]=1[OH:20], predict the reactants needed to synthesize it. The reactants are: [N+:1]([C:4]1[CH:10]=[C:9]([C:11]([F:14])([F:13])[F:12])[CH:8]=[CH:7][C:5]=1[NH2:6])([O-:3])=[O:2].Cl.N([O-])=O.[Na+].[OH-:20].[Na+].[CH2:22]([OH:24])[CH3:23]. (8) Given the product [CH2:1]([O:8][C:9]([NH:11][CH2:12][CH2:13][CH2:14][CH2:15][CH2:16][C:17]([O:19][C:20]([CH3:23])([CH3:22])[CH3:21])=[O:18])=[O:10])[C:2]1[CH:3]=[CH:4][CH:5]=[CH:6][CH:7]=1, predict the reactants needed to synthesize it. The reactants are: [CH2:1]([O:8][C:9]([NH:11][CH2:12][CH2:13][CH2:14][CH2:15][CH2:16][C:17]([OH:19])=[O:18])=[O:10])[C:2]1[CH:7]=[CH:6][CH:5]=[CH:4][CH:3]=1.[C:20](O)([CH3:23])([CH3:22])[CH3:21].C1CCC(N=C=NC2CCCCC2)CC1. (9) Given the product [CH2:1]([C:8]1[N:16]([CH2:40][CH2:39][N:41]([CH2:46][CH3:47])[CH2:42][CH2:43][OH:44])[C:15]2[C:14](=[O:17])[N:13]([CH2:18][CH2:19][CH3:20])[C:12](=[O:21])[N:11]([CH2:22][CH2:23][C:24]3[CH:29]=[CH:28][C:27]([N+:30]([O-:32])=[O:31])=[CH:26][CH:25]=3)[C:10]=2[N:9]=1)[C:2]1[CH:7]=[CH:6][CH:5]=[CH:4][CH:3]=1, predict the reactants needed to synthesize it. The reactants are: [CH2:1]([C:8]1[NH:16][C:15]2[C:14](=[O:17])[N:13]([CH2:18][CH2:19][CH3:20])[C:12](=[O:21])[N:11]([CH2:22][CH2:23][C:24]3[CH:29]=[CH:28][C:27]([N+:30]([O-:32])=[O:31])=[CH:26][CH:25]=3)[C:10]=2[N:9]=1)[C:2]1[CH:7]=[CH:6][CH:5]=[CH:4][CH:3]=1.C(=O)([O-])[O-].[Na+].[Na+].[CH2:39]([NH:41][CH2:42][CH2:43][OH:44])[CH3:40].Cl[CH2:46][CH2:47]Cl. (10) Given the product [O:27]1[C:28]2[CH:34]=[CH:33][CH:32]=[CH:31][C:29]=2[N:30]=[C:26]1[N:16]1[CH2:17][CH2:18][N:13]([C:4](=[N:3][C:1]#[N:2])[NH:5][C:6]2[CH:11]=[CH:10][CH:9]=[CH:8][C:7]=2[CH3:12])[CH2:14][CH:15]1[C:19]1[CH:24]=[CH:23][CH:22]=[CH:21][CH:20]=1, predict the reactants needed to synthesize it. The reactants are: [C:1]([N:3]=[C:4]([N:13]1[CH2:18][CH2:17][NH:16][CH:15]([C:19]2[CH:24]=[CH:23][CH:22]=[CH:21][CH:20]=2)[CH2:14]1)[NH:5][C:6]1[CH:11]=[CH:10][CH:9]=[CH:8][C:7]=1[CH3:12])#[N:2].Cl[C:26]1[O:27][C:28]2[CH:34]=[CH:33][CH:32]=[CH:31][C:29]=2[N:30]=1.